From a dataset of Peptide-MHC class I binding affinity with 185,985 pairs from IEDB/IMGT. Regression. Given a peptide amino acid sequence and an MHC pseudo amino acid sequence, predict their binding affinity value. This is MHC class I binding data. (1) The peptide sequence is ATGDYVAFV. The MHC is HLA-A69:01 with pseudo-sequence HLA-A69:01. The binding affinity (normalized) is 0.744. (2) The peptide sequence is DRYRRIHSL. The MHC is HLA-B14:02 with pseudo-sequence HLA-B14:02. The binding affinity (normalized) is 0.788.